The task is: Predict the product of the given reaction.. This data is from Forward reaction prediction with 1.9M reactions from USPTO patents (1976-2016). (1) Given the reactants [NH2:1][C:2]1[CH:3]=[C:4]([O:10][CH3:11])[C:5]([O:8][CH3:9])=[CH:6][CH:7]=1.Cl[C:13]1[N:18]=[C:17]([Cl:19])[N:16]=[C:15]2[N:20]([CH3:23])[N:21]=[CH:22][C:14]=12, predict the reaction product. The product is: [Cl:19][C:17]1[N:16]=[C:15]2[N:20]([CH3:23])[N:21]=[CH:22][C:14]2=[C:13]([NH:1][C:2]2[CH:7]=[CH:6][C:5]([O:8][CH3:9])=[C:4]([O:10][CH3:11])[CH:3]=2)[N:18]=1. (2) Given the reactants CCN(C(C)C)C(C)C.OC(C(F)(F)F)=O.[NH2:17][CH2:18][C:19]([N:21]1[CH2:26][CH2:25][N:24]([C:27](=[O:38])[C:28]2[CH:33]=[CH:32][CH:31]=[CH:30][C:29]=2[C:34]([F:37])([F:36])[F:35])[CH2:23][CH2:22]1)=[O:20].C1C=CC2N(O)N=NC=2C=1.CCN=C=NCCCN(C)C.Cl.[C:61]1([C:67]2[O:71][C:70]([C:72](O)=[O:73])=[CH:69][CH:68]=2)[CH:66]=[CH:65][CH:64]=[CH:63][CH:62]=1, predict the reaction product. The product is: [O:20]=[C:19]([N:21]1[CH2:22][CH2:23][N:24]([C:27](=[O:38])[C:28]2[CH:33]=[CH:32][CH:31]=[CH:30][C:29]=2[C:34]([F:37])([F:35])[F:36])[CH2:25][CH2:26]1)[CH2:18][NH:17][C:72]([C:70]1[O:71][C:67]([C:61]2[CH:62]=[CH:63][CH:64]=[CH:65][CH:66]=2)=[CH:68][CH:69]=1)=[O:73]. (3) Given the reactants [CH2:1]([O:3][C:4](=[O:26])[C:5]([N:7]1[CH2:16][CH2:15][C:14]2[C:9](=[CH:10][C:11]([O:19][CH:20]([CH3:22])[CH3:21])=[C:12]([O:17][CH3:18])[CH:13]=2)[CH:8]1C(O)=O)=O)[CH3:2].[CH3:27][S:28]([O:31][CH2:32][CH2:33][CH2:34][C:35]#[C:36][C:37]1[S:38][CH:39]=[CH:40][CH:41]=1)(=[O:30])=[O:29], predict the reaction product. The product is: [CH:20]([O:19][C:11]1[CH:10]=[C:9]2[C:14]([CH2:15][CH2:16][N:7]3[C:5]([C:4]([O:3][CH2:1][CH3:2])=[O:26])=[C:35]([CH2:34][CH2:33][CH2:32][O:31][S:28]([CH3:27])(=[O:29])=[O:30])[C:36]([C:37]4[S:38][CH:39]=[CH:40][CH:41]=4)=[C:8]32)=[CH:13][C:12]=1[O:17][CH3:18])([CH3:21])[CH3:22]. (4) Given the reactants [Cl:1][C:2]1[CH:3]=[C:4]([C:9](O)([C:25]([F:28])([F:27])[F:26])[CH2:10][C:11]([C:13]2[CH:23]=[CH:22][C:16]([C:17]([O:19][CH2:20][CH3:21])=[O:18])=[C:15]([CH3:24])[CH:14]=2)=[O:12])[CH:5]=[C:6]([Cl:8])[CH:7]=1.C(OC(=O)C)(=O)C.C(N(CC)CC)C, predict the reaction product. The product is: [Cl:1][C:2]1[CH:3]=[C:4]([C:9]([C:25]([F:28])([F:26])[F:27])=[CH:10][C:11]([C:13]2[CH:23]=[CH:22][C:16]([C:17]([O:19][CH2:20][CH3:21])=[O:18])=[C:15]([CH3:24])[CH:14]=2)=[O:12])[CH:5]=[C:6]([Cl:8])[CH:7]=1. (5) Given the reactants [OH:1][C:2]1[CH:11]=[CH:10][C:5]([C:6]([O:8][CH3:9])=[O:7])=[CH:4][CH:3]=1.[H-].[Na+].[Cl:14][C:15]1[CH:20]=[C:19]2[NH:21][C:22](=[O:44])[C:23]3([CH:27]([CH2:28][C:29]([CH3:32])([CH3:31])[CH3:30])[CH2:26][N:25]([C:33](Cl)=[O:34])[CH:24]3[C:36]3[CH:41]=[CH:40][CH:39]=[C:38]([Cl:42])[C:37]=3[F:43])[C:18]2=[CH:17][CH:16]=1.O, predict the reaction product. The product is: [CH3:9][O:8][C:6]([C:5]1[CH:4]=[CH:3][C:2]([O:1][C:33]([N:25]2[CH2:26][CH:27]([CH2:28][C:29]([CH3:32])([CH3:31])[CH3:30])[C:23]3([C:18]4[C:19](=[CH:20][C:15]([Cl:14])=[CH:16][CH:17]=4)[NH:21][C:22]3=[O:44])[CH:24]2[C:36]2[CH:41]=[CH:40][CH:39]=[C:38]([Cl:42])[C:37]=2[F:43])=[O:34])=[CH:11][CH:10]=1)=[O:7]. (6) Given the reactants [C:1]1([CH:7]([C:17]2[CH:22]=[CH:21][N:20]=[N:19][CH:18]=2)[CH2:8][NH:9]C(=O)OC(C)(C)C)[CH:6]=[CH:5][CH:4]=[CH:3][CH:2]=1, predict the reaction product. The product is: [C:1]1([CH:7]([C:17]2[CH:22]=[CH:21][N:20]=[N:19][CH:18]=2)[CH2:8][NH2:9])[CH:6]=[CH:5][CH:4]=[CH:3][CH:2]=1. (7) Given the reactants F[C:2]1[CH:7]=[C:6]([F:8])[CH:5]=[CH:4][C:3]=1[N+:9]([O-])=O.C([O:19][CH2:20][C@@H:21]([OH:26])[C:22]([F:25])([F:24])[F:23])C1C=CC=CC=1, predict the reaction product. The product is: [NH2:9][C:3]1[CH:4]=[CH:5][C:6]([F:8])=[CH:7][C:2]=1[O:26][C@@H:21]([C:22]([F:25])([F:24])[F:23])[CH2:20][OH:19]. (8) Given the reactants C1C=CN=CC=1.F.[Si:8]([O:15][C@@H:16]([CH2:42][C@H:43]([O:71][Si:72]([C:75]([CH3:78])([CH3:77])[CH3:76])([CH3:74])[CH3:73])/[CH:44]=[CH:45]\[C@H:46]([CH3:70])[C@H:47]([O:62][Si:63]([C:66]([CH3:69])([CH3:68])[CH3:67])([CH3:65])[CH3:64])[C@@H:48]([CH3:61])[CH2:49][C@@H:50]([CH3:60])[CH2:51][O:52][Si](C(C)(C)C)(C)C)[C@H:17]([CH3:41])/[CH:18]=[CH:19]/[CH2:20][O:21][C:22]([C:35]1[CH:40]=[CH:39][CH:38]=[CH:37][CH:36]=1)([C:29]1[CH:34]=[CH:33][CH:32]=[CH:31][CH:30]=1)[C:23]1[CH:28]=[CH:27][CH:26]=[CH:25][CH:24]=1)([C:11]([CH3:14])([CH3:13])[CH3:12])([CH3:10])[CH3:9], predict the reaction product. The product is: [Si:63]([O:62][C@@H:47]([C@@H:46]([CH3:70])/[CH:45]=[CH:44]\[C@@H:43]([O:71][Si:72]([C:75]([CH3:78])([CH3:76])[CH3:77])([CH3:74])[CH3:73])[CH2:42][C@H:16]([O:15][Si:8]([C:11]([CH3:14])([CH3:13])[CH3:12])([CH3:10])[CH3:9])[C@H:17]([CH3:41])/[CH:18]=[CH:19]/[CH2:20][O:21][C:22]([C:29]1[CH:30]=[CH:31][CH:32]=[CH:33][CH:34]=1)([C:23]1[CH:24]=[CH:25][CH:26]=[CH:27][CH:28]=1)[C:35]1[CH:40]=[CH:39][CH:38]=[CH:37][CH:36]=1)[C@@H:48]([CH3:61])[CH2:49][C@@H:50]([CH3:60])[CH2:51][OH:52])([C:66]([CH3:69])([CH3:67])[CH3:68])([CH3:65])[CH3:64]. (9) Given the reactants [CH3:1][O:2][C:3]1[CH:4]=[C:5]2[C:10](=[CH:11][C:12]=1[O:13][CH3:14])[N:9]=[CH:8][N:7]=[C:6]2[O:15][C:16]1[CH:22]=[CH:21][C:19]([NH2:20])=[CH:18][CH:17]=1.C1(C)C=CC=CC=1.C(N(CC)CC)C.Cl[C:38](Cl)([O:40]C(=O)OC(Cl)(Cl)Cl)Cl.[F:49][C:50]1[CH:51]=[C:52]([CH:56]=[CH:57][CH:58]=1)[CH:53]([OH:55])[CH3:54], predict the reaction product. The product is: [CH3:1][O:2][C:3]1[CH:4]=[C:5]2[C:10](=[CH:11][C:12]=1[O:13][CH3:14])[N:9]=[CH:8][N:7]=[C:6]2[O:15][C:16]1[CH:22]=[CH:21][C:19]([NH:20][C:38](=[O:40])[O:55][CH:53]([C:52]2[CH:56]=[CH:57][CH:58]=[C:50]([F:49])[CH:51]=2)[CH3:54])=[CH:18][CH:17]=1. (10) Given the reactants [C:1]1([C:13]2[C:14](=[O:33])[NH:15][C:16](=[O:32])[C:17]=2[C:18]2[C:26]3[C:21](=[CH:22][CH:23]=[CH:24][CH:25]=3)[N:20]([CH2:27][CH2:28][CH2:29][CH2:30]O)[CH:19]=2)[C:11]2=[C:12]3[C:7](=[CH:8][CH:9]=[CH:10]2)[CH2:6][CH2:5][CH2:4][N:3]3[CH:2]=1.C1(P(C2C=CC=CC=2)C2C=CC=CC=2)C=CC=CC=1.C(Br)(Br)(Br)[Br:54], predict the reaction product. The product is: [Br:54][CH2:30][CH2:29][CH2:28][CH2:27][N:20]1[C:21]2[C:26](=[CH:25][CH:24]=[CH:23][CH:22]=2)[C:18]([C:17]2[C:16](=[O:32])[NH:15][C:14](=[O:33])[C:13]=2[C:1]2[C:11]3=[C:12]4[C:7](=[CH:8][CH:9]=[CH:10]3)[CH2:6][CH2:5][CH2:4][N:3]4[CH:2]=2)=[CH:19]1.